From a dataset of Peptide-MHC class I binding affinity with 185,985 pairs from IEDB/IMGT. Regression. Given a peptide amino acid sequence and an MHC pseudo amino acid sequence, predict their binding affinity value. This is MHC class I binding data. (1) The peptide sequence is ETIGLVRAL. The MHC is HLA-A11:01 with pseudo-sequence HLA-A11:01. The binding affinity (normalized) is 0.0847. (2) The peptide sequence is DVERLQMAGV. The MHC is HLA-A02:02 with pseudo-sequence HLA-A02:02. The binding affinity (normalized) is 0.504.